This data is from Experimentally validated miRNA-target interactions with 360,000+ pairs, plus equal number of negative samples. The task is: Binary Classification. Given a miRNA mature sequence and a target amino acid sequence, predict their likelihood of interaction. (1) The miRNA is hsa-miR-6813-5p with sequence CAGGGGCUGGGGUUUCAGGUUCU. The protein sequence of the target gene is MSVIFFACVVRVRDGLPLSASTDFYHTQDFLEWRRRLKSLALRLAQYPGRGSAEGCDFSIHFSSFGDVACMAICSCQCPAAMAFCFLETLWWEFTASYDTTCIGLASRPYAFLEFDSIIQKVKWHFNYVSSSQMECSLEKIQEELKLQPPAVLTLEDTDVANGVMNGHTPMHLEPAPNFRMEPVTALGILSLILNIMCAALNLIRGVHLAEHSLQVAHEEIGNILAFLVPFVACIFQCYLYLFYSPARTMKVVLMLLFICLGNMYLHGLRNLWQILFHIGVAFLSSYQILTRQLQEKQSD.... Result: 1 (interaction). (2) The miRNA is mmu-miR-204-5p with sequence UUCCCUUUGUCAUCCUAUGCCU. The protein sequence of the target gene is MAFLMKKKKFKFQTTFTLEELTAVPFVNGVLFCKVRLLDGGDFVSLSSREEVQENCVRWRKRFTFVCKMSANPATGLLDPCIFRVSVRKELKGGKAYSKLGFTDLNLAEFAGSGSTVRCCLLEGYDTKNTRQDNSILKVTIGMFLLSGDPCFKTPPSTAKSISIPGQDSSLQLTCKGGGTSSGGSSSTNSLTGSRPPKTRPTILGSGLPEEPDQSLSSPEEVFHSGHSRNSSYASQQSKLSGYSTEHSRSSSLSDLTHRRNTSTSSSASGGLSMAVEGPEGMEREHRPSEKPPRPPEKPP.... Result: 0 (no interaction). (3) Result: 0 (no interaction). The protein sequence of the target gene is MVFAPGEKPGNEPEEVKLQNASKQIVQNAILQAVQQVSQESQRREERISDNRDHIQLGVGELTKKHEKK. The miRNA is mmu-miR-297b-5p with sequence AUGUAUGUGUGCAUGAACAUGU. (4) The miRNA is hsa-miR-7977 with sequence UUCCCAGCCAACGCACCA. The protein sequence of the target gene is MGEPGFFVTGDRAGGRSWCLRRVGMSAGWLLLEDGCEVTVGRGFGVTYQLVSKICPLMISRNHCVLKQNPEGQWTIMDNKSLNGVWLNRARLEPLRVYSIHQGDYIQLGVPLENKENAEYEYEVTEEDWETIYPCLSPKNDQMIEKNKELRTKRKFSLDELAGPGAEGPSNLKSKINKVSCESGQPVKSQGKGEVASTPSDNLDPKLTALEPSKTTGAPIYPGFPKVTEVHHEQKASNSSASQRSLQMFKVTMSRILRLKIQMQEKHEAVMNVKKQTQKGNSKKVVQMEQELQDLQSQLC.... Result: 1 (interaction). (5) The miRNA is hsa-miR-494-3p with sequence UGAAACAUACACGGGAAACCUC. The protein sequence of the target gene is MEKRLGVKPSPASWVLPGYCWQTSVKLPRSLYLLYSFFCFSVLWLSTDADESRCQQGKTLYGAGLRTEGENHLRLLAGSLPFHACRAACCRDSACHALWWLEGMCFQADCSKPQSCQPFRTDSSNSMLIIFQKSQTTDDLGLLPEDDEPHLLRLGWGRTSWRRQSLLGAPLTLSVPSSHHQSLLRDRQKRDLSVVPTHGAMQHSKVNHSEEAGALSPTSAEVRKTITVAGSFTSNHTTQTPEWPKNVSIHPEPSEHSSPVSGTPQVKSTEHSPTDAPLPVAPSYSYATPTPQASSQSTSA.... Result: 0 (no interaction).